Dataset: Forward reaction prediction with 1.9M reactions from USPTO patents (1976-2016). Task: Predict the product of the given reaction. The product is: [NH2:21][C:19]1[CH:18]=[CH:17][C:15]2[S:16][C:7]3[C:8](=[N:9][CH:10]=[C:11]([C:12]#[N:13])[C:6]=3[NH:5][C:4]3[CH:24]=[CH:25][CH:26]=[C:2]([Br:1])[CH:3]=3)[C:14]=2[CH:20]=1. Given the reactants [Br:1][C:2]1[CH:3]=[C:4]([CH:24]=[CH:25][CH:26]=1)[NH:5][C:6]1[C:11]([C:12]#[N:13])=[CH:10][N:9]=[C:8]2[C:14]3[CH:20]=[C:19]([N+:21]([O-])=O)[CH:18]=[CH:17][C:15]=3[S:16][C:7]=12.[Cl-].[NH4+], predict the reaction product.